From a dataset of Catalyst prediction with 721,799 reactions and 888 catalyst types from USPTO. Predict which catalyst facilitates the given reaction. (1) Reactant: [NH:1]1[CH2:6][CH2:5][CH:4]([CH2:7][CH2:8][C:9]([OH:11])=[O:10])[CH2:3][CH2:2]1.[OH-].[Na+].[C:14](Cl)(=[O:25])[O:15][CH2:16][C:17]1[CH:22]=[C:21]([Cl:23])[CH:20]=[C:19]([Cl:24])[CH:18]=1. Product: [Cl:23][C:21]1[CH:22]=[C:17]([CH:18]=[C:19]([Cl:24])[CH:20]=1)[CH2:16][O:15][C:14]([N:1]1[CH2:6][CH2:5][CH:4]([CH2:7][CH2:8][C:9]([OH:11])=[O:10])[CH2:3][CH2:2]1)=[O:25]. The catalyst class is: 2. (2) Reactant: Cl[C:2]1[CH:21]=[CH:20][C:19](NCCCl)=[CH:18][C:3]=1[C:4]([NH:6]CC12CC3CC(CC(C3)C1)C2)=[O:5].C(CN)O.C(N(CC)CC)C. Product: [C:4]([NH2:6])(=[O:5])[C:3]1[CH:18]=[CH:19][CH:20]=[CH:21][CH:2]=1. The catalyst class is: 7.